From a dataset of Peptide-MHC class I binding affinity with 185,985 pairs from IEDB/IMGT. Regression. Given a peptide amino acid sequence and an MHC pseudo amino acid sequence, predict their binding affinity value. This is MHC class I binding data. (1) The peptide sequence is YVKNGTKGK. The MHC is HLA-A03:01 with pseudo-sequence HLA-A03:01. The binding affinity (normalized) is 0.294. (2) The peptide sequence is MPWLDNIVE. The MHC is HLA-A02:16 with pseudo-sequence HLA-A02:16. The binding affinity (normalized) is 0.0847. (3) The peptide sequence is KLVKSLVDK. The MHC is HLA-A03:01 with pseudo-sequence HLA-A03:01. The binding affinity (normalized) is 0.673. (4) The peptide sequence is DDDPTDSQD. The MHC is HLA-A03:01 with pseudo-sequence HLA-A03:01. The binding affinity (normalized) is 0. (5) The peptide sequence is FYRNISDPL. The MHC is HLA-A30:01 with pseudo-sequence HLA-A30:01. The binding affinity (normalized) is 0.334.